This data is from Forward reaction prediction with 1.9M reactions from USPTO patents (1976-2016). The task is: Predict the product of the given reaction. (1) The product is: [NH2:16][CH2:15][C:14]1[CH:27]=[CH:28][CH:29]=[CH:30][C:13]=1[CH2:12][O:11][C:10]1[CH:9]=[C:8]([CH3:31])[N:7]([CH2:32][C:33]2[CH:38]=[CH:37][C:36]([O:39][CH3:40])=[CH:35][CH:34]=2)[C:6](=[O:41])[C:5]=1[Cl:4]. Given the reactants O.NN.[Cl:4][C:5]1[C:6](=[O:41])[N:7]([CH2:32][C:33]2[CH:38]=[CH:37][C:36]([O:39][CH3:40])=[CH:35][CH:34]=2)[C:8]([CH3:31])=[CH:9][C:10]=1[O:11][CH2:12][C:13]1[CH:30]=[CH:29][CH:28]=[CH:27][C:14]=1[CH2:15][N:16]1C(=O)C2C(=CC=CC=2)C1=O, predict the reaction product. (2) The product is: [CH3:23][O:22][C:20](=[O:21])[C:19]1[C:24]([C:26]([F:27])([F:28])[F:29])=[CH:25][C:16]([O:14][CH2:13][C:3]2[C:4]([C:7]3[CH:12]=[CH:11][CH:10]=[CH:9][CH:8]=3)=[N:5][O:6][C:2]=2[CH3:1])=[N:17][CH:18]=1. Given the reactants [CH3:1][C:2]1[O:6][N:5]=[C:4]([C:7]2[CH:12]=[CH:11][CH:10]=[CH:9][CH:8]=2)[C:3]=1[CH2:13][OH:14].Cl[C:16]1[CH:25]=[C:24]([C:26]([F:29])([F:28])[F:27])[C:19]([C:20]([O:22][CH3:23])=[O:21])=[CH:18][N:17]=1, predict the reaction product. (3) The product is: [C:24]([C:27]1[CH:28]=[C:29]([CH:32]=[CH:33][CH:34]=1)[CH:30]=[N:23][NH:22][C:9]1[CH:8]=[C:7]([N:1]2[CH2:6][CH2:5][O:4][CH2:3][CH2:2]2)[N:12]2[N:13]=[C:14]([C:16]3[CH:17]=[CH:18][N:19]=[CH:20][CH:21]=3)[CH:15]=[C:11]2[N:10]=1)([CH3:26])=[CH2:25]. Given the reactants [N:1]1([C:7]2[N:12]3[N:13]=[C:14]([C:16]4[CH:21]=[CH:20][N:19]=[CH:18][CH:17]=4)[CH:15]=[C:11]3[N:10]=[C:9]([NH:22][NH2:23])[CH:8]=2)[CH2:6][CH2:5][O:4][CH2:3][CH2:2]1.[C:24]([C:27]1[CH:28]=[C:29]([CH:32]=[CH:33][CH:34]=1)[CH:30]=O)([CH3:26])=[CH2:25], predict the reaction product. (4) Given the reactants C[C:2]1[CH:6]=C(C)[N:4]([C:8](=[NH:20])[NH:9][S:10]([C:13]2[CH:18]=[CH:17][C:16]([CH3:19])=[CH:15][CH:14]=2)(=[O:12])=[O:11])[N:3]=1.CS(O)(=O)=O.NN1CC[O:30][CH2:29][CH2:28]1, predict the reaction product. The product is: [NH2:20][C:8]([NH:4][N:3]1[CH2:2][CH2:6][O:30][CH2:29][CH2:28]1)=[N:9][S:10]([C:13]1[CH:14]=[CH:15][C:16]([CH3:19])=[CH:17][CH:18]=1)(=[O:11])=[O:12].